Task: Predict the product of the given reaction.. Dataset: Forward reaction prediction with 1.9M reactions from USPTO patents (1976-2016) Given the reactants [CH3:1][C@@H:2]([C@@H:8]1[C@@:12]2([CH3:29])[C@@H:13]([OH:28])[CH2:14][C@@H:15]3[C@@:20]4([CH3:26])[CH2:21][CH2:22][C@@H:23]([OH:25])[CH2:24][C@H:19]4[CH2:18][C@@H:17]([OH:27])[C@H:16]3[C@@H:11]2[CH2:10][CH2:9]1)[CH2:3][CH2:4][C:5]([OH:7])=[O:6].Cl[O-].[Na+], predict the reaction product. The product is: [CH3:1][C@@H:2]([C@@H:8]1[C@@:12]2([CH3:29])[C:13]([CH2:14][C@@H:15]3[C@@:20]4([CH3:26])[CH2:21][CH2:22][C:23]([CH2:24][C@H:19]4[CH2:18][C:17](=[O:27])[C@H:16]3[C@@H:11]2[CH2:10][CH2:9]1)=[O:25])=[O:28])[CH2:3][CH2:4][C:5]([OH:7])=[O:6].